This data is from Reaction yield outcomes from USPTO patents with 853,638 reactions. The task is: Predict the reaction yield, written as a fraction of the theoretical maximum amount of product (1.0 means a 100% yield; for example, 0.34 means a 34% yield). (1) The reactants are [C:1]([C:3]1[CH:4]=[CH:5][C:6]2[S:10][C:9]3[CH2:11][CH2:12][CH:13]([C:15](OCC)=[O:16])[CH2:14][C:8]=3[C:7]=2[CH:20]=1)#[N:2].[Li+].[BH4-]. The catalyst is C1COCC1. The product is [OH:16][CH2:15][CH:13]1[CH2:14][C:8]2[C:7]3[CH:20]=[C:3]([C:1]#[N:2])[CH:4]=[CH:5][C:6]=3[S:10][C:9]=2[CH2:11][CH2:12]1. The yield is 0.390. (2) The reactants are [Cl:1][C:2]1[CH:7]=[C:6]([Cl:8])[CH:5]=[CH:4][C:3]=1[C:9](=O)[CH2:10][C:11](=O)[C:12]([F:15])([F:14])[F:13].[NH2:18][C:19]1[N:20]=[CH:21][NH:22][C:23]=1[C:24]#[N:25]. No catalyst specified. The product is [Cl:1][C:2]1[CH:7]=[C:6]([Cl:8])[CH:5]=[CH:4][C:3]=1[C:9]1[CH:10]=[C:11]([C:12]([F:15])([F:14])[F:13])[N:20]2[CH:21]=[N:22][C:23]([C:24]#[N:25])=[C:19]2[N:18]=1. The yield is 0.120. (3) The reactants are [O:1]1[C:5]2=[CH:6][N:7]=[C:8]([CH2:10][OH:11])[CH:9]=[C:4]2[CH:3]=[CH:2]1.[C:12](OC(=O)C)(=[O:14])[CH3:13]. The catalyst is N1C=CC=CC=1. The product is [C:12]([O:11][CH2:10][C:8]1[CH:9]=[C:4]2[CH:3]=[CH:2][O:1][C:5]2=[CH:6][N:7]=1)(=[O:14])[CH3:13]. The yield is 0.940. (4) The product is [ClH:1].[Cl:1][C:2]1[CH:11]=[CH:10][C:9]2[O:8][C:7](=[O:12])[CH:6]=[C:5]([O:13][CH2:18][CH2:17][CH2:16][N:15]([CH3:20])[CH3:14])[C:4]=2[CH:3]=1. The catalyst is O1CCOCC1. The reactants are [Cl:1][C:2]1[CH:3]=[C:4]2[C:9](=[CH:10][CH:11]=1)[O:8][C:7](=[O:12])[CH:6]=[C:5]2[OH:13].[CH3:14][N:15]([CH3:20])[CH2:16][CH2:17][CH2:18]O. The yield is 0.730. (5) The reactants are [NH2:1][C:2]1[N:6]([CH2:7][C:8]([O:10][CH2:11][CH3:12])=[O:9])[N:5]=[C:4]([C:13]([CH3:16])([CH3:15])[CH3:14])[CH:3]=1.Cl[C:18]([O:20][C:21]1[CH:26]=[CH:25][CH:24]=[CH:23][CH:22]=1)=[O:19].C([O-])([O-])=O.[K+].[K+]. The catalyst is C1COCC1. The product is [C:13]([C:4]1[CH:3]=[C:2]([NH:1][C:18]([O:20][C:21]2[CH:26]=[CH:25][CH:24]=[CH:23][CH:22]=2)=[O:19])[N:6]([CH2:7][C:8]([O:10][CH2:11][CH3:12])=[O:9])[N:5]=1)([CH3:15])([CH3:14])[CH3:16]. The yield is 0.430. (6) The product is [CH3:1][O:2][C:3]([C:5]1[CH:14]=[C:13]([OH:15])[C:12]2[C:7](=[C:8]([O:17][CH2:18][C:19]3[CH:24]=[CH:23][CH:22]=[CH:21][CH:20]=3)[CH:9]=[C:10]([C:40]3[CH:41]=[CH:42][C:37]([Cl:36])=[CH:38][CH:39]=3)[CH:11]=2)[N:6]=1)=[O:4]. The yield is 0.900. No catalyst specified. The reactants are [CH3:1][O:2][C:3]([C:5]1[CH:14]=[C:13]([OH:15])[C:12]2[C:7](=[C:8]([O:17][CH2:18][C:19]3[CH:24]=[CH:23][CH:22]=[CH:21][CH:20]=3)[CH:9]=[C:10](Br)[CH:11]=2)[N:6]=1)=[O:4].COC1C=CC(B(O)O)=CC=1.[Cl:36][C:37]1[CH:42]=[CH:41][C:40](B(O)O)=[CH:39][CH:38]=1. (7) The reactants are [Si]([O:8][CH:9]1[C:13]2=[CH:14][C:15]3[CH:16]=[C:17]([C:21]4[NH:26][C:25](=[O:27])[C:24]([C:28]([O:30][CH3:31])=[O:29])=[C:23]([OH:32])[C:22]=4[CH2:33][CH3:34])[CH:18]=[CH:19][C:20]=3[N:12]2[CH2:11][CH2:10]1)(C(C)(C)C)(C)C.CCCC[N+](CCCC)(CCCC)CCCC.[F-]. The catalyst is C1COCC1. The product is [CH2:33]([C:22]1[C:23]([OH:32])=[C:24]([C:28]([O:30][CH3:31])=[O:29])[C:25](=[O:27])[NH:26][C:21]=1[C:17]1[CH:18]=[CH:19][C:20]2[N:12]3[CH2:11][CH2:10][CH:9]([OH:8])[C:13]3=[CH:14][C:15]=2[CH:16]=1)[CH3:34]. The yield is 0.800.